Dataset: Catalyst prediction with 721,799 reactions and 888 catalyst types from USPTO. Task: Predict which catalyst facilitates the given reaction. (1) Reactant: [O:1]=[C:2]1[N:6]2[CH2:7][C@@H:8]([C:11]([OH:13])=O)[CH2:9][CH2:10][C@@H:5]2[CH2:4][O:3]1.[CH2:14]([N:16](CC)CC)C.ClC(OCC(C)C)=O.[Cl:29][C:30]1[C:31](NC)=[N:32][CH:33]=[CH:34][N:35]=1. Product: [Cl:29][C:30]1[C:31]([CH2:14][NH:16][C:11]([C@@H:8]2[CH2:7][N:6]3[C:2](=[O:1])[O:3][CH2:4][C@H:5]3[CH2:10][CH2:9]2)=[O:13])=[N:32][CH:33]=[CH:34][N:35]=1. The catalyst class is: 4. (2) Reactant: Br[C:2]1[C:3]2[N:4]([N:8]=[C:9]([NH2:11])[N:10]=2)[CH:5]=[CH:6][CH:7]=1.[CH3:12][S:13]([CH2:16][C:17]1[CH:22]=[CH:21][C:20](B(O)O)=[CH:19][CH:18]=1)(=[O:15])=[O:14]. Product: [CH3:12][S:13]([CH2:16][C:17]1[CH:22]=[CH:21][C:20]([C:2]2[C:3]3[N:4]([N:8]=[C:9]([NH2:11])[N:10]=3)[CH:5]=[CH:6][CH:7]=2)=[CH:19][CH:18]=1)(=[O:14])=[O:15]. The catalyst class is: 140. (3) Reactant: [CH3:1][C:2]1([N:15]2[CH2:20][CH2:19][N:18]([CH:21]3[C:29]4[C:24](=[CH:25][CH:26]=[C:27]([C:30]([F:33])([F:32])[F:31])[CH:28]=4)[CH2:23][CH2:22]3)[C@@H:17]([CH3:34])[CH2:16]2)[CH2:7][CH2:6][N:5](C(OC(C)(C)C)=O)[CH2:4][CH2:3]1. Product: [CH3:34][C@H:17]1[CH2:16][N:15]([C:2]2([CH3:1])[CH2:3][CH2:4][NH:5][CH2:6][CH2:7]2)[CH2:20][CH2:19][N:18]1[CH:21]1[C:29]2[C:24](=[CH:25][CH:26]=[C:27]([C:30]([F:33])([F:31])[F:32])[CH:28]=2)[CH2:23][CH2:22]1. The catalyst class is: 89. (4) Reactant: [C:1]([C:5]1[N:10]=[C:9]([O:11][C:12]2[C:17]([CH3:18])=[CH:16][C:15]([CH3:19])=[CH:14][C:13]=2[CH3:20])[C:8]([C:21]([NH:23][S:24]([C:27]2[CH:32]=[CH:31][CH:30]=[CH:29][C:28]=2[O:33]C)(=[O:26])=[O:25])=[O:22])=[CH:7][CH:6]=1)([CH3:4])([CH3:3])[CH3:2].B(Br)(Br)Br. Product: [C:1]([C:5]1[N:10]=[C:9]([O:11][C:12]2[C:17]([CH3:18])=[CH:16][C:15]([CH3:19])=[CH:14][C:13]=2[CH3:20])[C:8]([C:21]([NH:23][S:24]([C:27]2[CH:32]=[CH:31][CH:30]=[CH:29][C:28]=2[OH:33])(=[O:26])=[O:25])=[O:22])=[CH:7][CH:6]=1)([CH3:4])([CH3:2])[CH3:3]. The catalyst class is: 326. (5) Reactant: [C:1]([O:20][CH2:21][C@@H:22]([O:38][C:39](=[O:57])[CH2:40][CH2:41][CH2:42][CH2:43][CH2:44][CH2:45][CH2:46]/[CH:47]=[CH:48]\[CH2:49][CH2:50][CH2:51][CH2:52][CH2:53][CH2:54][CH2:55][CH3:56])[CH2:23][O:24][P:25]([O:28][CH2:29][CH2:30][NH:31][C:32](=[O:37])[CH2:33][CH2:34][CH2:35][NH2:36])([OH:27])=[O:26])(=[O:19])[CH2:2][CH2:3][CH2:4][CH2:5][CH2:6][CH2:7][CH2:8]/[CH:9]=[CH:10]\[CH2:11][CH2:12][CH2:13][CH2:14][CH2:15][CH2:16][CH2:17][CH3:18].[CH3:58][C:59]1[CH2:64][CH2:63][CH2:62][C:61]([CH3:66])([CH3:65])[C:60]=1/[CH:67]=[CH:68]/[C:69](/[CH3:79])=[CH:70]/[CH:71]=[CH:72]/[C:73](/[CH3:78])=[CH:74]/[C:75](O)=[O:76].F[P-](F)(F)(F)(F)F.C[N+](C)=C(N(C)C)ON1C2N=CC=CC=2N=N1.C(N(CC)C(C)C)(C)C. Product: [C:1]([O:20][CH2:21][C@@H:22]([O:38][C:39](=[O:57])[CH2:40][CH2:41][CH2:42][CH2:43][CH2:44][CH2:45][CH2:46]/[CH:47]=[CH:48]\[CH2:49][CH2:50][CH2:51][CH2:52][CH2:53][CH2:54][CH2:55][CH3:56])[CH2:23][O:24][P:25]([O:28][CH2:29][CH2:30][NH:31][C:32](=[O:37])[CH2:33][CH2:34][CH2:35][NH:36][C:75](=[O:76])/[CH:74]=[C:73](\[CH3:78])/[CH:72]=[CH:71]/[CH:70]=[C:69](\[CH3:79])/[CH:68]=[CH:67]/[C:60]1[C:61]([CH3:65])([CH3:66])[CH2:62][CH2:63][CH2:64][C:59]=1[CH3:58])([OH:27])=[O:26])(=[O:19])[CH2:2][CH2:3][CH2:4][CH2:5][CH2:6][CH2:7][CH2:8]/[CH:9]=[CH:10]\[CH2:11][CH2:12][CH2:13][CH2:14][CH2:15][CH2:16][CH2:17][CH3:18]. The catalyst class is: 479. (6) Reactant: [OH-].[Na+].[C:3]1([C:9]2[S:10][CH2:11][CH:12]([C:14]([O:16]CC)=[O:15])[N:13]=2)[CH:8]=[CH:7][CH:6]=[CH:5][CH:4]=1. Product: [C:3]1([C:9]2[S:10][CH2:11][CH:12]([C:14]([OH:16])=[O:15])[N:13]=2)[CH:4]=[CH:5][CH:6]=[CH:7][CH:8]=1. The catalyst class is: 5.